This data is from Catalyst prediction with 721,799 reactions and 888 catalyst types from USPTO. The task is: Predict which catalyst facilitates the given reaction. (1) Reactant: [Cl:1][C:2]1[CH:3]=[CH:4][C:5]([O:15][CH2:16][CH:17]2[CH2:22][CH2:21][CH2:20][CH2:19][CH2:18]2)=[C:6]([C:8](=O)[CH2:9][CH2:10][C:11](=O)[CH3:12])[CH:7]=1.[CH2:23]([O:25][C:26](=[O:34])[C:27]1[CH:32]=[CH:31][CH:30]=[C:29]([NH2:33])[CH:28]=1)[CH3:24].CC1C=CC(S(O)(=O)=O)=CC=1. Product: [CH2:23]([O:25][C:26](=[O:34])[C:27]1[CH:32]=[CH:31][CH:30]=[C:29]([N:33]2[C:11]([CH3:12])=[CH:10][CH:9]=[C:8]2[C:6]2[CH:7]=[C:2]([Cl:1])[CH:3]=[CH:4][C:5]=2[O:15][CH2:16][CH:17]2[CH2:22][CH2:21][CH2:20][CH2:19][CH2:18]2)[CH:28]=1)[CH3:24]. The catalyst class is: 260. (2) Reactant: N1C=CN=C1CNC[C:9]1[CH:18]=[CH:17][C:16]2[C:11](=[CH:12][CH:13]=[C:14]([CH2:19][CH2:20][CH:21]([N:23]([CH2:27][CH2:28][CH3:29])[CH2:24][CH2:25][CH3:26])[CH3:22])[CH:15]=2)[CH:10]=1.[C:30]([BH3-])#[N:31].[Na+].[C:34](O)(=O)[CH3:35].[CH3:38][N:39]1[CH:43]=[CH:42][N:41]=[C:40]1[CH:44]=O. Product: [NH:39]1[CH:43]=[CH:42][N:41]=[C:34]1[CH2:35][N:31]([CH2:30][C:10]1[C:11]2[C:16](=[CH:15][C:14]([CH2:19][CH2:20][CH:21]([N:23]([CH2:24][CH2:25][CH3:26])[CH2:27][CH2:28][CH3:29])[CH3:22])=[CH:13][CH:12]=2)[CH:17]=[CH:18][CH:9]=1)[CH2:44][C:40]1[N:39]([CH3:38])[CH:43]=[CH:42][N:41]=1. The catalyst class is: 5.